Binary Classification. Given a miRNA mature sequence and a target amino acid sequence, predict their likelihood of interaction. From a dataset of Experimentally validated miRNA-target interactions with 360,000+ pairs, plus equal number of negative samples. (1) The miRNA is cel-miR-228-5p with sequence AAUGGCACUGCAUGAAUUCACGG. The protein sequence of the target gene is MSLDIQSLDIQCEELSDARWAELLPLLQQCQVVRLDDCGLTEARCKDISSALRVNPALAELNLRSNELGDVGVHCVLQGLQTPSCKIQKLSLQNCCLTGAGCGVLSSTLRTLPTLQELHLSDNLLGDAGLQLLCEGLLDPQCRLEKLQLEYCSLSAASCEPLASVLRAKPDFKELTVSNNDINEAGVRVLCQGLKDSPCQLEALKLESCGVTSDNCRDLCGIVASKASLRELALGSNKLGDVGMAELCPGLLHPSSRLRTLWIWECGITAKGCGDLCRVLRAKESLKELSLAGNELGDEG.... Result: 0 (no interaction). (2) The miRNA is ssc-miR-126-5p with sequence CAUUAUUACUUUUGGUACGCG. The protein sequence of the target gene is MPFRLLIPLGLLCALLPQHHGAPGPDGSAPDPAHYRERVKAMFYHAYDSYLENAFPFDELRPLTCDGHDTWGSFSLTLIDALDTLLILGNVSEFQRVVEVLQDSVDFDIDVNASVFETNIRVVGGLLSAHLLSKKAGVEVEAGWPCSGPLLRMAEEAARKLLPAFQTPTGMPYGTVNLLHGVNPGETPVTCTAGIGTFIVEFATLSSLTGDPVFEDVARVALMRLWESRSDIGLVGNHIDVLTGKWVAQDAGIGAGVDSYFEYLVKGAILLQDKKLMAMFLEYNKAIRNYTRFDDWYLWV.... Result: 0 (no interaction). (3) The miRNA is hsa-miR-423-5p with sequence UGAGGGGCAGAGAGCGAGACUUU. The protein sequence of the target gene is MAFARRLLRGPLSGPLLGRRGVCAGAMAPPRRFVLELPDCTLAHFALGADAPGDADAPDPRLAALLGPPERSYSLCVPVTPDAGCGARVRAARLHQRLLHQLRRGPFQRCQLLRLLCYCPGGQAGGAQQGFLLRDPLDDPDTRQALLELLGACQEAPRPHLGEFEADPRGQLWQRLWEVQDGRRLQVGCAQVVPVPEPPLHPVVPDLPSSVVFPDREAARAVLEECTSFIPEARAVLDLVDQCPKQIQKGKFQVVAIEGLDATGKTTVTQSVADSLKAVLLKSPPSCIGQWRKIFDDEPT.... Result: 0 (no interaction). (4) The miRNA is hsa-miR-596 with sequence AAGCCUGCCCGGCUCCUCGGG. The protein sequence of the target gene is MLPLLAALLAAACPLPPVRGGAADAPGLLGVPSNASVNASSADEPIAPRLLASAAPGPPERPGPEEAAAAAAPCNISVQRQMLSSLLVRWGRPRGFQCDLLLFSTNAHGRAFFAAAFHRVGPPLLIEHLGLAAGGAQQDLRLCVGCGWVRGRRTGRLRPAAAPSAAAATAGAPTALPAYPAAEPPGPLWLQGEPLHFCCLDFSLEELQGEPGWRLNRKPIESTLVACFMTLVIVVWSVAALIWPVPIIAGFLPNGMEQRRTTASTTAATPAAVPAGTTAAAAAAAAAAAAAAVTSGVATK.... Result: 0 (no interaction). (5) The miRNA is hsa-miR-1471 with sequence GCCCGCGUGUGGAGCCAGGUGU. The protein sequence of the target gene is MSCSKAYGERYVASVQGSAPSPRKKSTRGFYFAKLYYEAKEYDLAKKYICTYINVREMDPRAHRFLGLLYELEENTEKAVECYRRSVELNPTQKDLVLKIAELLCKNDVTDGRAEYWVERAAKLFPGSPAIYKLKEQLLDCEGEDGWNKLFDLIQSELYVRPDDVHVNIRLVELYRSTKRLKDAVARCHEAERNIALRSSLEWNSCVVQTLKEYLESLQCLESDKSDWRATNTDLLLAYANLMLLTLSTRDVQESRELLESFDSALQSAKSSLGGNDELSATFLEMKGHFYMHAGSLLLK.... Result: 0 (no interaction). (6) The miRNA is hsa-miR-374b-3p with sequence CUUAGCAGGUUGUAUUAUCAUU. The protein sequence of the target gene is MREIVHIQAGQCGNQIGTKFWEVISDEHGIDPAGGYVGDSALQLERINVYYNESSSQKYVPRAALVDLEPGTMDSVRSGPFGQLFRPDNFIFGQTGAGNNWAKGHYTEGAELVDAVLDVVRKECEHCDCLQGFQLTHSLGGGTGSGMGTLLISKIREEFPDRIMNTFSVMPSPKVSDTVVEPYNATLSVHQLVENTDETYCIDNEALYDICFRTLKLTTPTYGDLNHLVSATMSGVTTSLRFPGQLNADLRKLAVNMVPFPRLHFFMPGFAPLTSRGSQQYRALTVPELTQQMFDARNMM.... Result: 0 (no interaction). (7) The miRNA is hsa-miR-6851-5p with sequence AGGAGGUGGUACUAGGGGCCAGC. The protein sequence of the target gene is MLDGPLFSEGPDSPRELQDEESGSCLWVQKSKLLVIEVKTISCHYSRRAPSRQPMDFQASHWARGFQNRTCGPRPGSPQPPPRRPWASRVLQEATNWRAGPLAEVRAREQEKRKAASQEREAKETERKRRKAGGARRSPPGRPRPEPRNAPRVAQLAGLPAPLRPERLAPVGRAPRPSAQPQSDPGSAWAGPWGGRRPGPPSYEAHLLLRGSAGTAPRRRWDRPPPYVAPPSYEGPHRTLGTKRGPGNSQVPTSSAPAATPARTDGGRTKKRLDPRIYRDVLGAWGLRQGQGLLGGSPGC.... Result: 1 (interaction).